This data is from Catalyst prediction with 721,799 reactions and 888 catalyst types from USPTO. The task is: Predict which catalyst facilitates the given reaction. (1) Reactant: [CH3:1][C:2]([OH:13])([CH2:5][CH2:6][CH:7]=[C:8]([CH3:12])[CH2:9][CH2:10][CH3:11])[C:3]#[CH:4].C1(C)C=CC(S(O)(=O)=O)=CC=1.[C:25](OC(=O)C)(=[O:27])[CH3:26]. Product: [C:25]([O:13][C:2]([CH3:1])([CH2:5][CH2:6][CH:7]=[C:8]([CH3:12])[CH2:9][CH2:10][CH3:11])[C:3]#[CH:4])(=[O:27])[CH3:26]. The catalyst class is: 6. (2) Reactant: [CH:1]1([N:4]2[CH2:9][CH2:8][N:7]([C:10]3[S:11][C:12]4[CH:18]=[C:17]([CH:19]=O)[CH:16]=[CH:15][C:13]=4[N:14]=3)[CH2:6][CH2:5]2)[CH2:3][CH2:2]1.[NH:21]1[CH2:25][CH2:24][CH2:23][CH2:22]1.C(O)(=O)C.[BH3-]C#N.[Na+]. The catalyst class is: 92. Product: [CH:1]1([N:4]2[CH2:9][CH2:8][N:7]([C:10]3[S:11][C:12]4[CH:18]=[C:17]([CH2:19][N:21]5[CH2:25][CH2:24][CH2:23][CH2:22]5)[CH:16]=[CH:15][C:13]=4[N:14]=3)[CH2:6][CH2:5]2)[CH2:3][CH2:2]1. (3) Reactant: [CH2:1]([C:3]1[CH:8]=[CH:7][CH:6]=[CH:5][C:4]=1[OH:9])[CH3:2].[S-:10][C:11]#[N:12].[Na+].[Br-].[Na+].BrBr.C(=O)(O)[O-].[Na+]. Product: [CH2:1]([C:3]1[CH:8]=[C:7]([S:10][C:11]#[N:12])[CH:6]=[CH:5][C:4]=1[OH:9])[CH3:2]. The catalyst class is: 5. (4) Reactant: [F:1][C:2]1[C:10]([C:11]([F:14])([F:13])[F:12])=[CH:9][CH:8]=[CH:7][C:3]=1[C:4](Cl)=[O:5].[CH3:15][NH:16][C:17]1[CH:18]=[N:19][CH:20]=[CH:21][C:22]=1[C:23]1[CH:28]=[CH:27][CH:26]=[CH:25][C:24]=1[CH3:29].CCN(C(C)C)C(C)C. Product: [F:1][C:2]1[C:10]([C:11]([F:14])([F:13])[F:12])=[CH:9][CH:8]=[CH:7][C:3]=1[C:4]([N:16]([CH3:15])[C:17]1[CH:18]=[N:19][CH:20]=[CH:21][C:22]=1[C:23]1[CH:28]=[CH:27][CH:26]=[CH:25][C:24]=1[CH3:29])=[O:5]. The catalyst class is: 1.